The task is: Predict which catalyst facilitates the given reaction.. This data is from Catalyst prediction with 721,799 reactions and 888 catalyst types from USPTO. Reactant: [F:1][C:2]1[CH:3]=[C:4]([CH:6]=[CH:7][CH:8]=1)[NH2:5].[Cl:9]N1C(=O)CCC1=O.O. Product: [Cl:9][C:8]1[CH:7]=[CH:6][C:4]([NH2:5])=[CH:3][C:2]=1[F:1]. The catalyst class is: 4.